From a dataset of NCI-60 drug combinations with 297,098 pairs across 59 cell lines. Regression. Given two drug SMILES strings and cell line genomic features, predict the synergy score measuring deviation from expected non-interaction effect. (1) Drug 1: CC1CCC2CC(C(=CC=CC=CC(CC(C(=O)C(C(C(=CC(C(=O)CC(OC(=O)C3CCCCN3C(=O)C(=O)C1(O2)O)C(C)CC4CCC(C(C4)OC)OCCO)C)C)O)OC)C)C)C)OC. Drug 2: B(C(CC(C)C)NC(=O)C(CC1=CC=CC=C1)NC(=O)C2=NC=CN=C2)(O)O. Cell line: SR. Synergy scores: CSS=53.2, Synergy_ZIP=-4.19, Synergy_Bliss=-3.18, Synergy_Loewe=-11.3, Synergy_HSA=-6.75. (2) Drug 1: C1C(C(OC1N2C=C(C(=O)NC2=O)F)CO)O. Drug 2: C1C(C(OC1N2C=NC(=NC2=O)N)CO)O. Cell line: NCI-H322M. Synergy scores: CSS=1.93, Synergy_ZIP=1.46, Synergy_Bliss=3.90, Synergy_Loewe=0.655, Synergy_HSA=0.188. (3) Drug 1: CC12CCC3C(C1CCC2O)C(CC4=C3C=CC(=C4)O)CCCCCCCCCS(=O)CCCC(C(F)(F)F)(F)F. Drug 2: CC1C(C(CC(O1)OC2CC(CC3=C2C(=C4C(=C3O)C(=O)C5=C(C4=O)C(=CC=C5)OC)O)(C(=O)CO)O)N)O.Cl. Cell line: ACHN. Synergy scores: CSS=43.0, Synergy_ZIP=-1.64, Synergy_Bliss=-3.63, Synergy_Loewe=-4.64, Synergy_HSA=-2.24.